Task: Regression. Given two drug SMILES strings and cell line genomic features, predict the synergy score measuring deviation from expected non-interaction effect.. Dataset: Merck oncology drug combination screen with 23,052 pairs across 39 cell lines (1) Drug 2: CC(C)CC(NC(=O)C(Cc1ccccc1)NC(=O)c1cnccn1)B(O)O. Synergy scores: synergy=-1.36. Cell line: SW837. Drug 1: O=c1[nH]cc(F)c(=O)[nH]1. (2) Drug 1: O=C(NOCC(O)CO)c1ccc(F)c(F)c1Nc1ccc(I)cc1F. Drug 2: Cc1nc(Nc2ncc(C(=O)Nc3c(C)cccc3Cl)s2)cc(N2CCN(CCO)CC2)n1. Cell line: OCUBM. Synergy scores: synergy=7.36. (3) Drug 1: N.N.O=C(O)C1(C(=O)O)CCC1.[Pt]. Drug 2: Cn1cc(-c2cnn3c(N)c(Br)c(C4CCCNC4)nc23)cn1. Cell line: HT29. Synergy scores: synergy=10.7.